This data is from Peptide-MHC class I binding affinity with 185,985 pairs from IEDB/IMGT. The task is: Regression. Given a peptide amino acid sequence and an MHC pseudo amino acid sequence, predict their binding affinity value. This is MHC class I binding data. The peptide sequence is NIFLRFIPDK. The MHC is HLA-A03:01 with pseudo-sequence HLA-A03:01. The binding affinity (normalized) is 0.149.